Task: Predict the product of the given reaction.. Dataset: Forward reaction prediction with 1.9M reactions from USPTO patents (1976-2016) (1) Given the reactants Cl.C(O[CH:5]([C:7]1[CH:8]=[C:9]2[C:13](=[CH:14][CH:15]=1)[NH:12][N:11]=[C:10]2[C:16]1[CH:21]=[CH:20][C:19]([F:22])=[CH:18][CH:17]=1)[NH2:6])C.[NH2:23][NH:24][C:25](=O)[CH2:26][N:27]([CH3:29])[CH3:28].C(N(CC)CC)C, predict the reaction product. The product is: [F:22][C:19]1[CH:20]=[CH:21][C:16]([C:10]2[C:9]3[C:13](=[CH:14][CH:15]=[C:7]([C:5]4[NH:6][C:25]([CH2:26][N:27]([CH3:29])[CH3:28])=[N:24][N:23]=4)[CH:8]=3)[NH:12][N:11]=2)=[CH:17][CH:18]=1. (2) Given the reactants [N+:1]([N:4]1[CH:8]([N+:9]([O-:11])=[O:10])[C:7]([N+:12]([O-:14])=[O:13])=[CH:6][NH:5]1)([O-:3])=[O:2].[NH3:15].[BH3:16].[H][H], predict the reaction product. The product is: [N+:1]([N:4]1[CH:8]([N+:9]([O-:11])=[O:10])[C:7]([N+:12]([O-:14])=[O:13])=[CH:6][N:5]1[B-:16]([N:5]1[CH:6]=[C:7]([N+:12]([O-:14])=[O:13])[CH:8]([N+:9]([O-:11])=[O:10])[N:4]1[N+:1]([O-:3])=[O:2])([N:5]1[CH:6]=[C:7]([N+:12]([O-:14])=[O:13])[CH:8]([N+:9]([O-:11])=[O:10])[N:4]1[N+:1]([O-:3])=[O:2])[N:15]1[CH:6]=[C:7]([N+:12]([O-:14])=[O:13])[CH:8]([N+:9]([O-:11])=[O:10])[N:4]1[N+:1]([O-:3])=[O:2])([O-:3])=[O:2].[NH4+:1]. (3) Given the reactants C([NH:4][C:5]1[CH:10]=[CH:9][C:8]([CH2:11][CH2:12][C:13]([O:15][CH2:16][CH3:17])=[O:14])=[CH:7][CH:6]=1)(=O)C.[ClH:18], predict the reaction product. The product is: [ClH:18].[NH2:4][C:5]1[CH:6]=[CH:7][C:8]([CH2:11][CH2:12][C:13]([O:15][CH2:16][CH3:17])=[O:14])=[CH:9][CH:10]=1. (4) Given the reactants [CH:1]1[CH:6]=[CH:5][CH:4]=[CH:3][CH:2]=1.S(=O)(=O)(O)O.[CH2:12]=[C:13]1[CH2:16][CH2:15][CH2:14]1, predict the reaction product. The product is: [CH3:12][C:13]1([C:1]2[CH:6]=[CH:5][CH:4]=[CH:3][CH:2]=2)[CH2:16][CH2:15][CH2:14]1. (5) Given the reactants C([O:8][C:9]1[C:14]([CH2:15][N:16]2[CH2:25][CH2:24][C:23]3[C:18](=[C:19]([Cl:30])[C:20]([O:26][CH:27]([CH3:29])[CH3:28])=[N:21][CH:22]=3)[C:17]2=[O:31])=[C:13]([CH3:32])[CH:12]=[C:11]([CH3:33])[N:10]=1)C1C=CC=CC=1, predict the reaction product. The product is: [Cl:30][C:19]1[C:20]([O:26][CH:27]([CH3:29])[CH3:28])=[N:21][CH:22]=[C:23]2[C:18]=1[C:17](=[O:31])[N:16]([CH2:15][C:14]1[C:9](=[O:8])[NH:10][C:11]([CH3:33])=[CH:12][C:13]=1[CH3:32])[CH2:25][CH2:24]2. (6) The product is: [OH:46][CH:43]1[CH2:42][CH2:41][N:40]([CH:47]2[CH2:52][CH2:51][N:50]([C:32]([C:31]3[CH:35]=[CH:36][CH:37]=[C:29]([S:26]([CH3:25])(=[O:27])=[O:28])[CH:30]=3)=[O:34])[CH2:49][CH2:48]2)[CH2:45][CH2:44]1. Given the reactants C1CN([P+](Br)(N2CCCC2)N2CCCC2)CC1.F[P-](F)(F)(F)(F)F.[CH3:25][S:26]([C:29]1[CH:30]=[C:31]([CH:35]=[CH:36][CH:37]=1)[C:32]([OH:34])=O)(=[O:28])=[O:27].Cl.Cl.[N:40]1([CH:47]2[CH2:52][CH2:51][NH:50][CH2:49][CH2:48]2)[CH2:45][CH2:44][CH:43]([OH:46])[CH2:42][CH2:41]1.CCN(C(C)C)C(C)C, predict the reaction product. (7) Given the reactants [NH2:1][C@@H:2]([CH:6]1[CH2:11][CH2:10][O:9][CH2:8][CH2:7]1)[C:3]([OH:5])=[O:4].C(=O)([O-])[O-].[Na+].[Na+].Cl[C:19]([O:21][CH3:22])=[O:20], predict the reaction product. The product is: [CH3:22][O:21][C:19]([NH:1][C@@H:2]([CH:6]1[CH2:7][CH2:8][O:9][CH2:10][CH2:11]1)[C:3]([OH:5])=[O:4])=[O:20].